From a dataset of Catalyst prediction with 721,799 reactions and 888 catalyst types from USPTO. Predict which catalyst facilitates the given reaction. (1) Reactant: [H-].[Na+].[NH:3]1[CH2:8][CH2:7][CH2:6][CH2:5][C:4]1=[O:9].[CH2:10](Br)[C:11]1[CH:16]=[CH:15][CH:14]=[CH:13][CH:12]=1.O. Product: [CH2:10]([N:3]1[CH2:8][CH2:7][CH2:6][CH2:5][C:4]1=[O:9])[C:11]1[CH:16]=[CH:15][CH:14]=[CH:13][CH:12]=1. The catalyst class is: 9. (2) Product: [CH3:41][O:42][C:43]1[CH:44]=[C:45]([C:51]2[C@@H:60]3[C@@H:55]([CH2:56][CH2:57][CH2:58][CH2:59]3)[C:54](=[O:61])[N:53]([CH:62]3[CH2:63][CH2:64][N:65]([C:13](=[O:15])[C@H:9]([NH:8][C:6](=[O:7])[O:5][C:1]([CH3:2])([CH3:3])[CH3:4])[CH:10]([CH3:11])[CH3:12])[CH2:66][CH2:67]3)[N:52]=2)[CH:46]=[CH:47][C:48]=1[O:49][CH3:50]. Reactant: [C:1]([O:5][C:6]([NH:8][C@@H:9]([C:13]([OH:15])=O)[CH:10]([CH3:12])[CH3:11])=[O:7])([CH3:4])([CH3:3])[CH3:2].CN(C(ON1N=NC2C=CC=CC1=2)=[N+](C)C)C.F[P-](F)(F)(F)(F)F.Cl.[CH3:41][O:42][C:43]1[CH:44]=[C:45]([C:51]2[C@@H:60]3[C@@H:55]([CH2:56][CH2:57][CH2:58][CH2:59]3)[C:54](=[O:61])[N:53]([CH:62]3[CH2:67][CH2:66][NH:65][CH2:64][CH2:63]3)[N:52]=2)[CH:46]=[CH:47][C:48]=1[O:49][CH3:50].CCN(C(C)C)C(C)C.C(=O)(O)[O-].[Na+]. The catalyst class is: 2.